This data is from Reaction yield outcomes from USPTO patents with 853,638 reactions. The task is: Predict the reaction yield, written as a fraction of the theoretical maximum amount of product (1.0 means a 100% yield; for example, 0.34 means a 34% yield). (1) The reactants are I[C:2]1[C:7]([O:8][C:9]2[C:18]3[C:13](=[CH:14][C:15]([O:21][CH3:22])=[C:16]([O:19][CH3:20])[CH:17]=3)[N:12]=[CH:11][CH:10]=2)=[CH:6][CH:5]=[C:4]([CH3:23])[N:3]=1.[CH:24]([C:27]1[CH:32]=[CH:31][C:30](B(O)O)=[CH:29][CH:28]=1)([CH3:26])[CH3:25].C(=O)([O-])O.[Na+]. The catalyst is C1(C)C=CC=CC=1. The product is [CH:24]([C:27]1[CH:32]=[CH:31][C:30]([C:2]2[C:7]([O:8][C:9]3[C:18]4[C:13](=[CH:14][C:15]([O:21][CH3:22])=[C:16]([O:19][CH3:20])[CH:17]=4)[N:12]=[CH:11][CH:10]=3)=[CH:6][CH:5]=[C:4]([CH3:23])[N:3]=2)=[CH:29][CH:28]=1)([CH3:26])[CH3:25]. The yield is 0.720. (2) The reactants are [NH2:1][C:2]1[N:10]=[CH:9][C:8]([Br:11])=[CH:7][C:3]=1[C:4](O)=[O:5].[CH3:12][NH:13][O:14][CH3:15].C1CN([P+](ON2N=NC3C=CC=CC2=3)(N2CCCC2)N2CCCC2)CC1.F[P-](F)(F)(F)(F)F. The catalyst is CN1CCOCC1.ClCCl. The product is [NH2:1][C:2]1[N:10]=[CH:9][C:8]([Br:11])=[CH:7][C:3]=1[C:4]([N:13]([O:14][CH3:15])[CH3:12])=[O:5]. The yield is 0.630. (3) The reactants are [F:1][C:2]1[CH:3]=[CH:4][C:5]([C:8]2[C:12]([CH2:13][CH2:14][C:15]3[S:16][C:17]([C:21]([OH:23])=O)=[C:18]([CH3:20])[N:19]=3)=[C:11]([CH3:24])[O:10][N:9]=2)=[N:6][CH:7]=1.[CH2:25]([NH2:27])[CH3:26]. No catalyst specified. The product is [CH2:25]([NH:27][C:21]([C:17]1[S:16][C:15]([CH2:14][CH2:13][C:12]2[C:8]([C:5]3[CH:4]=[CH:3][C:2]([F:1])=[CH:7][N:6]=3)=[N:9][O:10][C:11]=2[CH3:24])=[N:19][C:18]=1[CH3:20])=[O:23])[CH3:26]. The yield is 0.640. (4) The product is [CH3:34][O:33][C:25]1[CH:26]=[CH:27][C:28]([N+:30]([O-:32])=[O:31])=[CH:29][C:24]=1[C:6]1[N:2]([CH3:1])[N:3]=[CH:4][CH:5]=1. The catalyst is C1COCC1.[Cl-].[Zn+2].[Cl-].C1C=CC([P]([Pd]([P](C2C=CC=CC=2)(C2C=CC=CC=2)C2C=CC=CC=2)([P](C2C=CC=CC=2)(C2C=CC=CC=2)C2C=CC=CC=2)[P](C2C=CC=CC=2)(C2C=CC=CC=2)C2C=CC=CC=2)(C2C=CC=CC=2)C2C=CC=CC=2)=CC=1. The reactants are [CH3:1][N:2]1[CH:6]=[CH:5][CH:4]=[N:3]1.C([Li])CCC.CCCCCC.C(OCC)C.I[C:24]1[CH:29]=[C:28]([N+:30]([O-:32])=[O:31])[CH:27]=[CH:26][C:25]=1[O:33][CH3:34]. The yield is 0.590. (5) The reactants are [Cl:1]CC=O.O.[NH2:6][C:7]1[N:8]=[C:9]([Cl:22])[C:10]([C:14]2[CH:21]=[CH:20][C:17]([C:18]#[N:19])=[CH:16][CH:15]=2)=[N:11][C:12]=1Br.[CH:23](O)([CH3:25])C. No catalyst specified. The product is [Cl:22][C:9]1[N:8]2[CH:23]=[CH:25][N:6]=[C:7]2[C:12]([Cl:1])=[N:11][C:10]=1[C:14]1[CH:21]=[CH:20][C:17]([C:18]#[N:19])=[CH:16][CH:15]=1. The yield is 0.800. (6) The reactants are [P:1]([O-:12])([O:7][C:8]([CH3:11])([CH3:10])[CH3:9])[O:2][C:3]([CH3:6])([CH3:5])[CH3:4].C[Si]([N-][Si](C)(C)C)(C)C.[Li+].[Br:23][CH2:24][C:25]1[CH:32]=[CH:31][C:28]([CH:29]=[O:30])=[C:27]([Br:33])[CH:26]=1.C([O-])(=O)C.[NH4+]. The catalyst is C1COCC1. The product is [Br:33][C:27]1[CH:26]=[C:25]([CH2:24][Br:23])[CH:32]=[CH:31][C:28]=1[CH:29]([P:1](=[O:12])([O:7][C:8]([CH3:11])([CH3:10])[CH3:9])[O:2][C:3]([CH3:5])([CH3:6])[CH3:4])[OH:30]. The yield is 0.890. (7) The reactants are I[C:2]1[N:6]2[CH:7]=[CH:8][C:9]([Cl:11])=[CH:10][C:5]2=[N:4][CH:3]=1.[NH2:12][CH2:13][C:14]1[CH:19]=[CH:18][C:17](B(O)O)=[CH:16][CH:15]=1.[CH3:23][C:24]([O:27][C:28](O[C:28]([O:27][C:24]([CH3:26])([CH3:25])[CH3:23])=[O:29])=[O:29])([CH3:26])[CH3:25]. The product is [C:24]([O:27][C:28](=[O:29])[NH:12][CH2:13][C:14]1[CH:19]=[CH:18][C:17]([C:2]2[N:6]3[CH:7]=[CH:8][C:9]([Cl:11])=[CH:10][C:5]3=[N:4][CH:3]=2)=[CH:16][CH:15]=1)([CH3:26])([CH3:25])[CH3:23]. The catalyst is O1CCOCC1.[Pd].C1(P(C2C=CC=CC=2)C2C=CC=CC=2)C=CC=CC=1.C1(P(C2C=CC=CC=2)C2C=CC=CC=2)C=CC=CC=1.C1(P(C2C=CC=CC=2)C2C=CC=CC=2)C=CC=CC=1.C1(P(C2C=CC=CC=2)C2C=CC=CC=2)C=CC=CC=1. The yield is 0.730. (8) The reactants are [Cl:1][C:2]1[C:3]([O:10][C:11]2[CH:26]=[CH:25][C:14]([CH2:15][CH2:16][NH:17]C(=O)OC(C)(C)C)=[CH:13][CH:12]=2)=[N:4][C:5]([Cl:9])=[C:6]([Cl:8])[CH:7]=1.Cl. The catalyst is C(OCC)(=O)C. The product is [ClH:1].[Cl:1][C:2]1[C:3]([O:10][C:11]2[CH:26]=[CH:25][C:14]([CH2:15][CH2:16][NH2:17])=[CH:13][CH:12]=2)=[N:4][C:5]([Cl:9])=[C:6]([Cl:8])[CH:7]=1. The yield is 0.880. (9) The reactants are S(O)(O)(=O)=O.[CH:6]1[C:22]2[CH2:21][C@H:20]3[N:23]([CH2:25][CH2:26][C@@:12]45[C@H:19]3[CH:18]=[CH:17][C@H:15]([OH:16])[C@@H:13]4[O:14][C:10]([C:11]=25)=[C:8]([OH:9])[CH:7]=1)[CH3:24].C([O-])([O-])=O.[K+].[K+].C(Cl)Cl.Cl. The catalyst is O. The product is [CH:6]1[C:22]2[CH2:21][C@H:20]3[N:23]([CH2:25][CH2:26][C@@:12]45[C@H:19]3[CH:18]=[CH:17][C@H:15]([OH:16])[C@@H:13]4[O:14][C:10]([C:11]=25)=[C:8]([OH:9])[CH:7]=1)[CH3:24]. The yield is 0.560.